Dataset: Peptide-MHC class I binding affinity with 185,985 pairs from IEDB/IMGT. Task: Regression. Given a peptide amino acid sequence and an MHC pseudo amino acid sequence, predict their binding affinity value. This is MHC class I binding data. The peptide sequence is FGAEVVPGFQ. The binding affinity (normalized) is 0.0342. The MHC is Mamu-A2201 with pseudo-sequence Mamu-A2201.